Dataset: Full USPTO retrosynthesis dataset with 1.9M reactions from patents (1976-2016). Task: Predict the reactants needed to synthesize the given product. (1) Given the product [F:38][CH:2]([F:1])[C:3]1[N:7]([C:8]2[N:13]=[C:12]([N:14]3[CH2:15][CH2:16][O:17][CH2:18][CH2:19]3)[N:11]=[C:10]([N:20]3[CH2:25][CH2:24][NH:23][CH2:22][CH2:21]3)[N:9]=2)[C:6]2[CH:33]=[CH:34][CH:35]=[C:36]([OH:37])[C:5]=2[N:4]=1, predict the reactants needed to synthesize it. The reactants are: [F:1][CH:2]([F:38])[C:3]1[N:7]([C:8]2[N:13]=[C:12]([N:14]3[CH2:19][CH2:18][O:17][CH2:16][CH2:15]3)[N:11]=[C:10]([N:20]3[CH2:25][CH2:24][N:23](C(OC(C)(C)C)=O)[CH2:22][CH2:21]3)[N:9]=2)[C:6]2[CH:33]=[CH:34][CH:35]=[C:36]([OH:37])[C:5]=2[N:4]=1.FC(F)(F)C(O)=O. (2) The reactants are: C(OC([N:8]1[CH2:13][CH2:12][N:11]([CH2:14][C:15]2[CH2:20][C:19]([CH3:22])([CH3:21])[CH2:18][CH2:17][C:16]=2[C:23]2[CH:28]=[CH:27][C:26]([Cl:29])=[CH:25][CH:24]=2)[CH2:10][CH2:9]1)=O)(C)(C)C.C(O)(C(F)(F)F)=O. Given the product [Cl:29][C:26]1[CH:27]=[CH:28][C:23]([C:16]2[CH2:17][CH2:18][C:19]([CH3:21])([CH3:22])[CH2:20][C:15]=2[CH2:14][N:11]2[CH2:10][CH2:9][NH:8][CH2:13][CH2:12]2)=[CH:24][CH:25]=1, predict the reactants needed to synthesize it.